From a dataset of Catalyst prediction with 721,799 reactions and 888 catalyst types from USPTO. Predict which catalyst facilitates the given reaction. (1) Reactant: [CH2:1](Cl)CCl.[N:5]1[C:14]2[NH:13][CH2:12][CH2:11][CH2:10][C:9]=2[CH:8]=[C:7](/[CH:15]=[CH:16]/[C:17]([OH:19])=O)[CH:6]=1.C[N:21]1[C:29]2[C:24](=[CH:25][CH:26]=[CH:27][CH:28]=2)[CH:23]=[C:22]1[CH2:30][NH:31][CH3:32].C1C=CC2N(O)N=NC=2C=1.O.CCN(CC)CC. Product: [CH3:32][N:31]([CH:30]([CH3:1])[C:22]1[NH:21][C:29]2[C:24]([CH:23]=1)=[CH:25][CH:26]=[CH:27][CH:28]=2)[C:17](=[O:19])/[CH:16]=[CH:15]/[C:7]1[CH:6]=[N:5][C:14]2[NH:13][CH2:12][CH2:11][CH2:10][C:9]=2[CH:8]=1. The catalyst class is: 3. (2) Reactant: [CH2:1]([O:4][CH2:5][C:6]1[CH:11]=[C:10]([Cl:12])[C:9]([CH2:13][C:14]2[CH:19]=[CH:18][C:17]([CH2:20][CH3:21])=[CH:16][CH:15]=2)=[CH:8][C:7]=1[C:22]1(OC)[C@H:27]([OH:28])[C@@H:26]([OH:29])[C@H:25]([OH:30])[C@@H:24]([CH2:31][OH:32])[O:23]1)[CH:2]=[CH2:3].C(Cl)Cl.C([SiH](CC)CC)C.B(F)(F)F.CCOCC. Product: [CH2:1]([O:4][CH2:5][C:6]1[CH:11]=[C:10]([Cl:12])[C:9]([CH2:13][C:14]2[CH:19]=[CH:18][C:17]([CH2:20][CH3:21])=[CH:16][CH:15]=2)=[CH:8][C:7]=1[C@H:22]1[C@H:27]([OH:28])[C@@H:26]([OH:29])[C@H:25]([OH:30])[C@@H:24]([CH2:31][OH:32])[O:23]1)[CH:2]=[CH2:3]. The catalyst class is: 23.